Dataset: Merck oncology drug combination screen with 23,052 pairs across 39 cell lines. Task: Regression. Given two drug SMILES strings and cell line genomic features, predict the synergy score measuring deviation from expected non-interaction effect. (1) Drug 1: CN(C)C(=N)N=C(N)N. Drug 2: C#Cc1cccc(Nc2ncnc3cc(OCCOC)c(OCCOC)cc23)c1. Cell line: SW620. Synergy scores: synergy=-7.56. (2) Drug 1: Nc1ccn(C2OC(CO)C(O)C2(F)F)c(=O)n1. Drug 2: O=C(NOCC(O)CO)c1ccc(F)c(F)c1Nc1ccc(I)cc1F. Cell line: VCAP. Synergy scores: synergy=13.1. (3) Drug 1: CN(C)C(=N)N=C(N)N. Drug 2: NC(=O)c1cccc2cn(-c3ccc(C4CCCNC4)cc3)nc12. Cell line: RKO. Synergy scores: synergy=9.72. (4) Drug 1: O=S1(=O)NC2(CN1CC(F)(F)F)C1CCC2Cc2cc(C=CCN3CCC(C(F)(F)F)CC3)ccc2C1. Drug 2: Cn1c(=O)n(-c2ccc(C(C)(C)C#N)cc2)c2c3cc(-c4cnc5ccccc5c4)ccc3ncc21. Cell line: NCIH460. Synergy scores: synergy=9.60.